This data is from Reaction yield outcomes from USPTO patents with 853,638 reactions. The task is: Predict the reaction yield, written as a fraction of the theoretical maximum amount of product (1.0 means a 100% yield; for example, 0.34 means a 34% yield). (1) The reactants are [S:1]1[C:9]2[CH2:8][CH2:7][NH:6][CH2:5][C:4]=2[CH:3]=[CH:2]1.[CH2:10]([O:12][C:13](=[O:29])[C:14]([CH3:28])([CH3:27])[CH2:15][CH2:16][CH2:17][CH:18](Br)[C:19]1[CH:24]=[CH:23][CH:22]=[CH:21][C:20]=1[Cl:25])[CH3:11].C(=O)([O-])[O-].[K+].[K+].O. The catalyst is CN(C=O)C. The yield is 0.420. The product is [CH2:10]([O:12][C:13](=[O:29])[C:14]([CH3:28])([CH3:27])[CH2:15][CH2:16][CH2:17][CH:18]([C:19]1[CH:24]=[CH:23][CH:22]=[CH:21][C:20]=1[Cl:25])[N:6]1[CH2:7][CH2:8][C:9]2[S:1][CH:2]=[CH:3][C:4]=2[CH2:5]1)[CH3:11]. (2) The reactants are Br[C:2]1[CH:7]=[CH:6][C:5]([S:8]([NH:11][CH3:12])(=[O:10])=[O:9])=[CH:4][C:3]=1[F:13].[C:14]([C:16]1[N:20]([CH3:21])[C:19](B(O)O)=[CH:18][CH:17]=1)#[N:15].[F-].[K+].C(P(C(C)(C)C)C(C)(C)C)(C)(C)C. The catalyst is C1C=CC(/C=C/C(/C=C/C2C=CC=CC=2)=O)=CC=1.C1C=CC(/C=C/C(/C=C/C2C=CC=CC=2)=O)=CC=1.C1C=CC(/C=C/C(/C=C/C2C=CC=CC=2)=O)=CC=1.[Pd].[Pd]. The product is [C:14]([C:16]1[N:20]([CH3:21])[C:19]([C:2]2[CH:7]=[CH:6][C:5]([S:8]([NH:11][CH3:12])(=[O:10])=[O:9])=[CH:4][C:3]=2[F:13])=[CH:18][CH:17]=1)#[N:15]. The yield is 0.310. (3) The catalyst is C1COCC1. The yield is 0.460. The reactants are C([Li])CCC.[NH2:6][C:7]1[S:8][CH:9]=[CH:10][N:11]=1.Cl[Si](C)(C)C.[CH3:17][C:18]([CH3:20])=[O:19]. The product is [NH2:6][C:7]1[S:8][C:9]([C:18]([OH:19])([CH3:20])[CH3:17])=[CH:10][N:11]=1. (4) The reactants are I[C:2]1[CH:7]=[CH:6][N:5]=[C:4]2[NH:8][C:9]([C:11]3[CH:16]=[CH:15][C:14]([CH2:17][N:18]4[CH2:23][CH2:22][O:21][CH2:20][CH2:19]4)=[CH:13][CH:12]=3)=[N:10][C:3]=12.[CH3:24][O:25][CH2:26][CH2:27][CH2:28][NH2:29].C1(P(C2C=CC=CC=2)CCCP(C2C=CC=CC=2)C2C=CC=CC=2)C=CC=CC=1.[ClH:59].[O:60]1CCOC[CH2:61]1. The catalyst is C(Cl)Cl.CO.CCOCC.CC([O-])=O.CC([O-])=O.[Pd+2]. The product is [ClH:59].[CH3:24][O:25][CH2:26][CH2:27][CH2:28][NH:29][C:61]([C:2]1[CH:7]=[CH:6][N:5]=[C:4]2[NH:8][C:9]([C:11]3[CH:16]=[CH:15][C:14]([CH2:17][N:18]4[CH2:23][CH2:22][O:21][CH2:20][CH2:19]4)=[CH:13][CH:12]=3)=[N:10][C:3]=12)=[O:60]. The yield is 0.370. (5) The reactants are Cl[C:2]1[C:7]([O:8][CH3:9])=[CH:6][C:5]([O:10][CH3:11])=[C:4](Cl)[C:3]=1[C:13]1[C:22](=[O:23])[N:21]([CH3:24])[C:20]2[N:19]=[C:18]([NH:25][C:26]3[C:31]([N+:32]([O-])=O)=[CH:30][CH:29]=[CH:28][C:27]=3[CH3:35])[N:17]=[CH:16][C:15]=2[N:14]=1.[Cl-].[NH4+]. The catalyst is C(O)C.O.[Fe]. The product is [NH2:32][C:31]1[CH:30]=[CH:29][CH:28]=[C:27]([CH3:35])[C:26]=1[NH:25][C:18]1[N:17]=[CH:16][C:15]2[N:14]=[C:13]([C:3]3[CH:4]=[C:5]([O:10][CH3:11])[CH:6]=[C:7]([O:8][CH3:9])[CH:2]=3)[C:22](=[O:23])[N:21]([CH3:24])[C:20]=2[N:19]=1. The yield is 0.380. (6) The reactants are C([O:3][C:4]([C:6]1[C:7](=[O:25])[C:8]2[CH:9]=[C:10]([F:24])[C:11]([F:23])=[C:12]3[O:17][CH2:16][C:15]4([CH2:21][CH2:20][CH2:19][CH2:18]4)[N:14]([CH:22]=1)[C:13]=23)=[O:5])C. The catalyst is C(O)(=O)C.O.OS(O)(=O)=O. The product is [F:24][C:10]1[C:11]([F:23])=[C:12]2[O:17][CH2:16][C:15]3([CH2:21][CH2:20][CH2:19][CH2:18]3)[N:14]3[CH:22]=[C:6]([C:4]([OH:5])=[O:3])[C:7](=[O:25])[C:8]([CH:9]=1)=[C:13]23. The yield is 0.860. (7) The reactants are O=[C:2]1[C:11]2[C:10]([C:12]([O:14]C)=O)=[CH:9][CH:8]=[CH:7][C:6]=2[NH:5][CH:4]([C:16]2[CH:17]=[N:18][CH:19]=[CH:20][CH:21]=2)[CH:3]1[C:22]1[CH:23]=[N:24][CH:25]=[CH:26][CH:27]=1.O=C1C2C(C(OCC)=O)=CC=CC=2NC(C2C=NC=CC=2)C1C1C=NC=CC=1.O.[NH2:57][NH2:58]. The catalyst is CO. The product is [N:18]1[CH:19]=[CH:20][CH:21]=[C:16]([CH:4]2[NH:5][C:6]3[C:11]4[C:2](=[N:57][NH:58][C:12](=[O:14])[C:10]=4[CH:9]=[CH:8][CH:7]=3)[CH:3]2[C:22]2[CH:23]=[N:24][CH:25]=[CH:26][CH:27]=2)[CH:17]=1. The yield is 0.680. (8) The reactants are C(O[C:6](=[O:25])[NH:7][C@@H:8]([C:14]1[CH:19]=[CH:18][C:17]([O:20][CH3:21])=[C:16]([O:22][CH2:23][CH3:24])[CH:15]=1)[CH2:9][C:10]([OH:13])([CH3:12])[CH3:11])(C)(C)C.Cl.O1CCOCC1.COC(=O)[C:36]1[C:41]([NH:42][C:43]([CH:45]2[CH2:47][CH2:46]2)=[O:44])=[CH:40][CH:39]=[CH:38][C:37]=1[CH2:48]Br.C(N(CC)CC)C. The catalyst is C(Cl)Cl.CN(C=O)C. The product is [CH2:23]([O:22][C:16]1[CH:15]=[C:14]([C@H:8]([N:7]2[C:6](=[O:25])[C:36]3[C:37](=[CH:38][CH:39]=[CH:40][C:41]=3[NH:42][C:43]([CH:45]3[CH2:47][CH2:46]3)=[O:44])[CH2:48]2)[CH2:9][C:10]([OH:13])([CH3:11])[CH3:12])[CH:19]=[CH:18][C:17]=1[O:20][CH3:21])[CH3:24]. The yield is 0.510.